This data is from Reaction yield outcomes from USPTO patents with 853,638 reactions. The task is: Predict the reaction yield, written as a fraction of the theoretical maximum amount of product (1.0 means a 100% yield; for example, 0.34 means a 34% yield). (1) The reactants are [F:1][C:2]1[N:7]=[C:6]([NH:8][CH2:9][C:10]2[CH:15]=[CH:14][C:13]([O:16][CH3:17])=[CH:12][CH:11]=2)[CH:5]=[CH:4][CH:3]=1.[Br:18]N1C(=O)CCC1=O. The catalyst is C(#N)C. The product is [Br:18][C:3]1[CH:4]=[CH:5][C:6]([NH:8][CH2:9][C:10]2[CH:15]=[CH:14][C:13]([O:16][CH3:17])=[CH:12][CH:11]=2)=[N:7][C:2]=1[F:1]. The yield is 0.850. (2) The reactants are [K+].[C:2]([C:4]1[N:5]=[C:6]([C:17]([O-:19])=O)[N:7]([CH2:9][O:10][CH2:11][CH2:12][Si:13]([CH3:16])([CH3:15])[CH3:14])[CH:8]=1)#[N:3].CCN(C(C)C)C(C)C.C1CN([P+](Br)(N2CCCC2)N2CCCC2)CC1.F[P-](F)(F)(F)(F)F.[C:53]([O:57][C:58]([N:60]1[CH2:65][CH2:64][CH:63]([C:66]2[CH:71]=[CH:70][C:69]([NH2:72])=[C:68]([C:73]3[CH2:78][CH2:77][CH2:76][CH2:75][CH:74]=3)[N:67]=2)[CH2:62][CH2:61]1)=[O:59])([CH3:56])([CH3:55])[CH3:54]. The catalyst is C(Cl)Cl.CCOC(C)=O. The product is [C:53]([O:57][C:58]([N:60]1[CH2:65][CH2:64][CH:63]([C:66]2[CH:71]=[CH:70][C:69]([NH:72][C:17]([C:6]3[N:7]([CH2:9][O:10][CH2:11][CH2:12][Si:13]([CH3:14])([CH3:15])[CH3:16])[CH:8]=[C:4]([C:2]#[N:3])[N:5]=3)=[O:19])=[C:68]([C:73]3[CH2:78][CH2:77][CH2:76][CH2:75][CH:74]=3)[N:67]=2)[CH2:62][CH2:61]1)=[O:59])([CH3:56])([CH3:54])[CH3:55]. The yield is 0.400. (3) The reactants are [Br:1][C:2]1[CH:3]=[C:4]2[C:8](=[CH:9][CH:10]=1)[NH:7][C:6](=[O:11])[CH2:5]2.[CH2:12]([N:14]([CH2:36][CH3:37])[CH2:15][CH2:16][NH:17][C:18]([C:20]1[C:24]([C:25]2[CH:30]=[CH:29][CH:28]=[CH:27][CH:26]=2)=[C:23]([CH:31]=O)[NH:22][C:21]=1[CH:33]([CH3:35])[CH3:34])=[O:19])[CH3:13]. No catalyst specified. The product is [CH2:36]([N:14]([CH2:12][CH3:13])[CH2:15][CH2:16][NH:17][C:18]([C:20]1[C:24]([C:25]2[CH:26]=[CH:27][CH:28]=[CH:29][CH:30]=2)=[C:23]([CH:31]=[C:5]2[C:4]3[C:8](=[CH:9][CH:10]=[C:2]([Br:1])[CH:3]=3)[NH:7][C:6]2=[O:11])[NH:22][C:21]=1[CH:33]([CH3:35])[CH3:34])=[O:19])[CH3:37]. The yield is 0.530.